From a dataset of Tyrosyl-DNA phosphodiesterase HTS with 341,365 compounds. Binary Classification. Given a drug SMILES string, predict its activity (active/inactive) in a high-throughput screening assay against a specified biological target. The molecule is S1C(CC(=O)NCC(O)=O)C(=O)N=C1NNC=1SCC(=O)N1. The result is 1 (active).